This data is from Full USPTO retrosynthesis dataset with 1.9M reactions from patents (1976-2016). The task is: Predict the reactants needed to synthesize the given product. Given the product [CH2:1]([O:8][C:9]1[C:29](=[O:30])[N:13]2[CH2:14][CH:15]3[CH2:20][CH2:19][C:18]([NH:21][C:22](=[O:28])[C:23]([N:25]([CH3:26])[CH3:27])=[O:24])([C:12]2=[N:11][C:10]=1[C:31]1[O:44][C:34]([CH2:35][C:36]2[CH:37]=[CH:38][C:39]([F:42])=[CH:40][CH:41]=2)=[CH:33][N:32]=1)[CH2:17][CH2:16]3)[C:2]1[CH:7]=[CH:6][CH:5]=[CH:4][CH:3]=1, predict the reactants needed to synthesize it. The reactants are: [CH2:1]([O:8][C:9]1[C:29](=[O:30])[N:13]2[CH2:14][CH:15]3[CH2:20][CH2:19][C:18]([NH:21][C:22](=[O:28])[C:23]([N:25]([CH3:27])[CH3:26])=[O:24])([C:12]2=[N:11][C:10]=1[C:31](=[O:44])[NH:32][CH2:33][C:34](=O)[CH2:35][C:36]1[CH:41]=[CH:40][C:39]([F:42])=[CH:38][CH:37]=1)[CH2:17][CH2:16]3)[C:2]1[CH:7]=[CH:6][CH:5]=[CH:4][CH:3]=1.CC[N+](S(N=C(OC)[O-])(=O)=O)(CC)CC.